From a dataset of Peptide-MHC class II binding affinity with 134,281 pairs from IEDB. Regression. Given a peptide amino acid sequence and an MHC pseudo amino acid sequence, predict their binding affinity value. This is MHC class II binding data. (1) The MHC is HLA-DPA10103-DPB10401 with pseudo-sequence HLA-DPA10103-DPB10401. The binding affinity (normalized) is 0.294. The peptide sequence is NMNIKLKMPLYVAGH. (2) The peptide sequence is IFIFRDSDDWLNKYS. The MHC is DRB5_0101 with pseudo-sequence DRB5_0101. The binding affinity (normalized) is 0.579. (3) The peptide sequence is AFILDGDGLFPKV. The MHC is HLA-DQA10501-DQB10201 with pseudo-sequence HLA-DQA10501-DQB10201. The binding affinity (normalized) is 0.389. (4) The peptide sequence is EQKYFAATQFEPLAA. The MHC is HLA-DPA10103-DPB10601 with pseudo-sequence HLA-DPA10103-DPB10601. The binding affinity (normalized) is 0.977. (5) The peptide sequence is CVPKVTFTVEKGSNE. The MHC is HLA-DQA10102-DQB10502 with pseudo-sequence HLA-DQA10102-DQB10502. The binding affinity (normalized) is 0.128. (6) The peptide sequence is YYSEPTSENNAHHVC. The MHC is DRB5_0101 with pseudo-sequence DRB5_0101. The binding affinity (normalized) is 0.462. (7) The peptide sequence is FPDRASIIRLVGAVL. The MHC is HLA-DQA10501-DQB10301 with pseudo-sequence HLA-DQA10501-DQB10301. The binding affinity (normalized) is 0.382. (8) The peptide sequence is GPDGRLLRGH. The MHC is DRB1_0404 with pseudo-sequence DRB1_0404. The binding affinity (normalized) is 0.